Dataset: Full USPTO retrosynthesis dataset with 1.9M reactions from patents (1976-2016). Task: Predict the reactants needed to synthesize the given product. (1) Given the product [Cl:22][C:23]1[CH:28]=[CH:27][C:26]([C:2]2[CH:3]=[C:4]([N:16]=[CH:17][N:18]([CH2:20][CH3:21])[CH3:19])[C:5]([CH3:15])=[N:6][C:7]=2[O:8][CH2:9][CH2:10][CH2:11][CH:12]([CH3:14])[CH3:13])=[CH:25][CH:24]=1, predict the reactants needed to synthesize it. The reactants are: Br[C:2]1[CH:3]=[C:4]([N:16]=[CH:17][N:18]([CH2:20][CH3:21])[CH3:19])[C:5]([CH3:15])=[N:6][C:7]=1[O:8][CH2:9][CH2:10][CH2:11][CH:12]([CH3:14])[CH3:13].[Cl:22][C:23]1[CH:28]=[CH:27][C:26](B(O)O)=[CH:25][CH:24]=1.[O-]P([O-])([O-])=O.[K+].[K+].[K+]. (2) Given the product [CH3:1][O:2][C:3]1[CH:4]=[C:5]([C@H:11]2[CH2:16][CH2:15][CH2:14][CH2:13][C@H:12]2[NH:17][C:39](=[O:40])[C:20]2[CH:21]=[CH:22][C:23]([C:27](=[O:28])[C:29]3[CH:30]=[CH:31][CH:32]=[CH:33][CH:34]=3)=[CH:24][CH:25]=2)[CH:6]=[CH:7][C:8]=1[O:9][CH3:10], predict the reactants needed to synthesize it. The reactants are: [CH3:1][O:2][C:3]1[CH:4]=[C:5]([C@H:11]2[CH2:16][CH2:15][CH2:14][CH2:13][C@H:12]2[NH2:17])[CH:6]=[CH:7][C:8]=1[O:9][CH3:10].CO[C:20]1[CH:25]=[C:24](O)[C:23]([C:27]([C:29]2[CH:34]=[CH:33][CH:32]=[CH:31][CH:30]=2)=[O:28])=[CH:22][C:21]=1S(O)(=O)=O.[C:39](Cl)(Cl)=[O:40]. (3) Given the product [O:27]=[C:23]1[CH2:22][C:21]2[C:25](=[CH:26][C:18]([C:16]([C:15]3[CH:14]=[CH:13][C:12]([NH:11][C:7]([C:6]4[N:2]([CH3:1])[N:3]=[C:4]([CH3:10])[CH:5]=4)=[O:8])=[CH:29][CH:28]=3)=[O:17])=[CH:19][CH:20]=2)[NH:24]1, predict the reactants needed to synthesize it. The reactants are: [CH3:1][N:2]1[C:6]([C:7](Cl)=[O:8])=[CH:5][C:4]([CH3:10])=[N:3]1.[NH2:11][C:12]1[CH:29]=[CH:28][C:15]([C:16]([C:18]2[CH:26]=[C:25]3[C:21]([CH2:22][C:23](=[O:27])[NH:24]3)=[CH:20][CH:19]=2)=[O:17])=[CH:14][CH:13]=1. (4) Given the product [CH2:36]([CH:43]1[CH2:48][CH2:47][N:46]([CH2:69][CH2:68][CH2:67][N:57]([CH2:56][C:55]2[CH:71]=[CH:72][CH:73]=[CH:74][C:54]=2[O:53][C:49]([CH3:50])([CH3:51])[CH3:52])[CH2:58][CH2:59][NH:60][C:61](=[O:66])[O:5][C:1]([CH3:4])([CH3:3])[CH3:2])[CH2:45][CH2:44]1)[C:37]1[CH:42]=[CH:41][CH:40]=[CH:39][CH:38]=1, predict the reactants needed to synthesize it. The reactants are: [C:1]([O:5]C1C=CC=CC=1CN(CC1C=CC=CN=1)CCCN1CCC(C2C=CC=CC=2)CC1)([CH3:4])([CH3:3])[CH3:2].[CH2:36]([CH:43]1[CH2:48][CH2:47][NH:46][CH2:45][CH2:44]1)[C:37]1[CH:42]=[CH:41][CH:40]=[CH:39][CH:38]=1.[C:49]([O:53][C:54]1[CH:74]=[CH:73][CH:72]=[CH:71][C:55]=1[CH2:56][N:57]([CH2:67][CH2:68][CH2:69]Cl)[CH2:58][CH2:59][NH:60][C:61](=[O:66])C(C)(C)C)([CH3:52])([CH3:51])[CH3:50].C([O-])([O-])=O.[K+].[K+]. (5) Given the product [C:1]([O:5][C:6](=[O:19])[CH2:7][CH2:8][C:9]1[CH:10]=[C:11]([CH:16]=[CH:17][CH:18]=1)[C:12]([OH:14])=[O:13])([CH3:4])([CH3:2])[CH3:3], predict the reactants needed to synthesize it. The reactants are: [C:1]([O:5][C:6](=[O:19])[CH2:7][CH2:8][C:9]1[CH:10]=[C:11]([CH:16]=[CH:17][CH:18]=1)[C:12]([O:14]C)=[O:13])([CH3:4])([CH3:3])[CH3:2].[Li+].[OH-].